From a dataset of Forward reaction prediction with 1.9M reactions from USPTO patents (1976-2016). Predict the product of the given reaction. (1) Given the reactants [CH2:1]([S:3][C:4]1[N:12]=[C:11]2[C:7]([N:8]=[CH:9][N:10]2[C@@H:13]2[O:25][C@H:24]([CH2:26][O:27]C(=O)C)[C@@H:19]([O:20]C(=O)C)[C@H:14]2[O:15]C(=O)C)=[C:6](Cl)[N:5]=1)[CH3:2].[C:32]1([CH2:38][CH2:39][NH2:40])[CH:37]=[CH:36][CH:35]=[CH:34][CH:33]=1, predict the reaction product. The product is: [CH2:1]([S:3][C:4]1[N:12]=[C:11]2[C:7]([N:8]=[CH:9][N:10]2[C@@H:13]2[O:25][C@H:24]([CH2:26][OH:27])[C@@H:19]([OH:20])[C@H:14]2[OH:15])=[C:6]([NH:40][CH2:39][CH2:38][C:32]2[CH:37]=[CH:36][CH:35]=[CH:34][CH:33]=2)[N:5]=1)[CH3:2]. (2) Given the reactants [CH2:1]=[CH:2][CH2:3]/[C:4](/[S:11][C@@H:12]1[O:17][C@H:16]([CH2:18][OH:19])[C@@H:15]([OH:20])[C@H:14]([OH:21])[C@H:13]1[OH:22])=[N:5]\[O:6][S:7]([O-:10])(=[O:9])=[O:8].O.[K+:24].C(Cl)(Cl)(Cl)Cl.C=O, predict the reaction product. The product is: [CH2:1]=[CH:2][CH2:3]/[C:4](/[S:11][C@@H:12]1[O:17][C@H:16]([CH2:18][OH:19])[C@@H:15]([OH:20])[C@H:14]([OH:21])[C@H:13]1[OH:22])=[N:5]\[O:6][S:7]([O-:10])(=[O:8])=[O:9].[K+:24]. (3) Given the reactants [F:1][C:2]1[CH:7]=[CH:6][CH:5]=[CH:4][C:3]=1[C:8]1[CH:13]=[CH:12][C:11]([F:14])=[CH:10][C:9]=1[CH:15]([NH2:17])[CH3:16].[CH3:18][O:19][C:20]1[CH:25]=[CH:24][C:23]([S:26](Cl)(=[O:28])=[O:27])=[CH:22][CH:21]=1.N1C=CC=CC=1, predict the reaction product. The product is: [F:1][C:2]1[CH:7]=[CH:6][CH:5]=[CH:4][C:3]=1[C:8]1[CH:13]=[CH:12][C:11]([F:14])=[CH:10][C:9]=1[CH:15]([NH:17][S:26]([C:23]1[CH:22]=[CH:21][C:20]([O:19][CH3:18])=[CH:25][CH:24]=1)(=[O:28])=[O:27])[CH3:16]. (4) Given the reactants [F:1][C:2]([F:10])([F:9])[C:3]1([C:6](O)=[O:7])[CH2:5][CH2:4]1.CN([C:14]([O:18][N:19]1N=NC2C=CC=N[C:20]1=2)=[N+](C)C)C.F[P-](F)(F)(F)(F)F.C(N(CC)CC)C.Cl.CNOC, predict the reaction product. The product is: [CH3:14][O:18][N:19]([CH3:20])[C:6]([C:3]1([C:2]([F:10])([F:9])[F:1])[CH2:5][CH2:4]1)=[O:7]. (5) Given the reactants [CH2:1]([N:3]([CH2:28][CH2:29]O)[C:4]1[CH:9]=[CH:8][C:7]([N:10]2[C:19](=[O:20])[C:18]3[CH:21]=[CH:22][C:23]([N+:24]([O-:26])=[O:25])=[C:16]4[C:17]=3[C:12](=[CH:13][CH:14]=[CH:15]4)[C:11]2=[O:27])=[CH:6][CH:5]=1)[CH3:2].P(Br)(Br)[Br:32], predict the reaction product. The product is: [Br:32][CH2:29][CH2:28][N:3]([CH2:1][CH3:2])[C:4]1[CH:9]=[CH:8][C:7]([N:10]2[C:19](=[O:20])[C:18]3[CH:21]=[CH:22][C:23]([N+:24]([O-:26])=[O:25])=[C:16]4[C:17]=3[C:12](=[CH:13][CH:14]=[CH:15]4)[C:11]2=[O:27])=[CH:6][CH:5]=1.